This data is from Reaction yield outcomes from USPTO patents with 853,638 reactions. The task is: Predict the reaction yield, written as a fraction of the theoretical maximum amount of product (1.0 means a 100% yield; for example, 0.34 means a 34% yield). (1) The product is [CH3:24][O:23][C:19]1[C:18]2[C:2]3[CH:3]=[CH:4][CH:5]=[C:6]4[N:7]=[C:8]5[C:13]([CH:12]=[CH:11][CH:10]=[CH:9]5)=[C:14]([C:15]=34)[S:16][C:17]=2[CH:22]=[CH:21][CH:20]=1. The catalyst is C1(C)C=CC=CC=1. The yield is 0.0200. The reactants are Br[C:2]1[C:15]2[C:6](=[N:7][C:8]3[C:13]([C:14]=2[S:16][C:17]2[CH:22]=[CH:21][CH:20]=[C:19]([O:23][CH3:24])[CH:18]=2)=[CH:12][CH:11]=[CH:10][CH:9]=3)[CH:5]=[CH:4][CH:3]=1.C([SnH](CCCC)CCCC)CCC.CC(N=NC(C#N)(C)C)(C#N)C. (2) The reactants are [N+:1]([C:4]1[CH:27]=[CH:26][C:25]([N:28]2[CH2:33][CH2:32][CH2:31][CH2:30][CH2:29]2)=[CH:24][C:5]=1[C:6]([NH:8][C:9]1[N:13]=[CH:12][N:11]([C:14]2[CH:19]=[CH:18][CH:17]=[C:16]([C:20]([F:23])([F:22])[F:21])[CH:15]=2)[N:10]=1)=[O:7])([O-])=O. The catalyst is CO.[Pd]. The product is [NH2:1][C:4]1[CH:27]=[CH:26][C:25]([N:28]2[CH2:33][CH2:32][CH2:31][CH2:30][CH2:29]2)=[CH:24][C:5]=1[C:6]([NH:8][C:9]1[N:13]=[CH:12][N:11]([C:14]2[CH:19]=[CH:18][CH:17]=[C:16]([C:20]([F:23])([F:21])[F:22])[CH:15]=2)[N:10]=1)=[O:7]. The yield is 0.960. (3) The reactants are [CH:1]([C:3]1[CH:12]=[CH:11][C:6]([C:7]([O:9][CH3:10])=[O:8])=[CH:5][CH:4]=1)=[O:2].[CH2:13]([Mg]Br)[CH2:14][CH3:15]. The catalyst is O1CCCC1. The product is [OH:2][CH:1]([C:3]1[CH:12]=[CH:11][C:6]([C:7]([O:9][CH3:10])=[O:8])=[CH:5][CH:4]=1)[CH2:13][CH2:14][CH3:15]. The yield is 0.470. (4) The reactants are Cl.[Cl:2][C:3]1[CH:8]=[CH:7][C:6]([C:9]2[CH:14]=[CH:13][CH:12]=[C:11]([NH2:15])[CH:10]=2)=[CH:5][CH:4]=1.[C:16]([O:20][C:21]([N:23]1[CH2:27][CH2:26][CH2:25][CH:24]1[C:28](O)=[O:29])=[O:22])([CH3:19])([CH3:18])[CH3:17].CN(C(ON1N=NC2C=CC=NC1=2)=[N+](C)C)C.F[P-](F)(F)(F)(F)F.CCN(C(C)C)C(C)C. The yield is 0.990. The product is [C:16]([O:20][C:21]([N:23]1[CH2:27][CH2:26][CH2:25][CH:24]1[C:28](=[O:29])[NH:15][C:11]1[CH:10]=[C:9]([C:6]2[CH:5]=[CH:4][C:3]([Cl:2])=[CH:8][CH:7]=2)[CH:14]=[CH:13][CH:12]=1)=[O:22])([CH3:19])([CH3:18])[CH3:17]. The catalyst is CN(C=O)C.C(OCC)(=O)C.